From a dataset of NCI-60 drug combinations with 297,098 pairs across 59 cell lines. Regression. Given two drug SMILES strings and cell line genomic features, predict the synergy score measuring deviation from expected non-interaction effect. (1) Drug 1: C1=CC(=CC=C1CCC2=CNC3=C2C(=O)NC(=N3)N)C(=O)NC(CCC(=O)O)C(=O)O. Drug 2: CS(=O)(=O)OCCCCOS(=O)(=O)C. Cell line: HL-60(TB). Synergy scores: CSS=79.3, Synergy_ZIP=8.15, Synergy_Bliss=8.28, Synergy_Loewe=7.24, Synergy_HSA=10.4. (2) Drug 1: C1=CC(=CC=C1CCC2=CNC3=C2C(=O)NC(=N3)N)C(=O)NC(CCC(=O)O)C(=O)O. Drug 2: C1=CN(C=N1)CC(O)(P(=O)(O)O)P(=O)(O)O. Cell line: UACC-257. Synergy scores: CSS=10.5, Synergy_ZIP=-3.07, Synergy_Bliss=1.24, Synergy_Loewe=-3.66, Synergy_HSA=1.88.